From a dataset of Catalyst prediction with 721,799 reactions and 888 catalyst types from USPTO. Predict which catalyst facilitates the given reaction. Reactant: [N+:1]([O-])([O-])=O.[Na+].Cl.[F:7][C:8]1[CH:9]=[C:10]([CH:12]=[CH:13][C:14]=1[F:15])[NH2:11].[C:16]([CH2:18][C:19]([O:21][CH2:22][CH3:23])=[O:20])#[N:17].C([O-])(=O)C.[Na+]. Product: [C:16]([CH:18]([N:1]=[N:11][C:10]1[CH:12]=[CH:13][C:14]([F:15])=[C:8]([F:7])[CH:9]=1)[C:19]([O:21][CH2:22][CH3:23])=[O:20])#[N:17]. The catalyst class is: 14.